From a dataset of Reaction yield outcomes from USPTO patents with 853,638 reactions. Predict the reaction yield, written as a fraction of the theoretical maximum amount of product (1.0 means a 100% yield; for example, 0.34 means a 34% yield). (1) The reactants are [H-].[Na+].C(O[C:6]([C:8]1[NH:9][C:10]2[C:15]([CH:16]=1)=[CH:14][CH:13]=[CH:12][C:11]=2[O:17][C:18]([F:21])([F:20])[F:19])=[O:7])C.C(OC([N:29]1[CH2:33][C@H:32]([CH3:34])OS1(=O)=O)=O)(C)(C)C.C(O)(=O)CC(CC(O)=O)(C(O)=O)O.C([O-])([O-])=O.[K+].[K+]. The catalyst is CN(C)C=O. The product is [CH3:34][C@H:32]1[N:9]2[C:10]3[C:11]([O:17][C:18]([F:19])([F:20])[F:21])=[CH:12][CH:13]=[CH:14][C:15]=3[CH:16]=[C:8]2[C:6](=[O:7])[NH:29][CH2:33]1. The yield is 0.640. (2) The catalyst is N1CCCCC1.C(O)C. The product is [CH3:11][C:12]1[CH:16]=[CH:15][S:14][C:13]=1[CH:17]=[C:3]1[C:4]2[C:9](=[CH:8][CH:7]=[CH:6][CH:5]=2)[NH:1][C:2]1=[O:10]. The yield is 0.650. The reactants are [NH:1]1[C:9]2[C:4](=[CH:5][CH:6]=[CH:7][CH:8]=2)[CH2:3][C:2]1=[O:10].[CH3:11][C:12]1[CH:16]=[CH:15][S:14][C:13]=1[CH:17]=O. (3) The reactants are [C:1]([C:5]1[CH:10]=[CH:9][C:8](C(=C)C(O)=O)=[C:7]([O:16][CH2:17][CH2:18][N:19]2[CH2:24][CH2:23][CH2:22][CH2:21][CH2:20]2)[CH:6]=1)([CH3:4])([CH3:3])[CH3:2].[CH2:25](P(CC)C#N)[CH3:26].[NH2:32][CH2:33][C:34]1[CH:39]=[C:38]([CH:40]=[CH2:41])[C:37]([NH:42][S:43]([CH3:46])(=[O:45])=[O:44])=[C:36]([F:47])[CH:35]=1.C(N(CC)CC)C.CN([CH:58]=[O:59])C. No catalyst specified. The product is [C:1]([C:5]1[CH:10]=[CH:9][C:8]([CH:25]=[CH:26][C:58]([NH:32][CH2:33][C:34]2[CH:39]=[C:38]([CH:40]=[CH2:41])[C:37]([NH:42][S:43]([CH3:46])(=[O:45])=[O:44])=[C:36]([F:47])[CH:35]=2)=[O:59])=[C:7]([O:16][CH2:17][CH2:18][N:19]2[CH2:20][CH2:21][CH2:22][CH2:23][CH2:24]2)[CH:6]=1)([CH3:4])([CH3:3])[CH3:2]. The yield is 1.00. (4) The reactants are C[O:2][C:3](=[O:13])[CH:4]=[CH:5][CH2:6][N:7]1[CH2:12][CH2:11][CH2:10][CH2:9][CH2:8]1.[ClH:14]. No catalyst specified. The product is [ClH:14].[N:7]1([CH2:6][CH:5]=[CH:4][C:3]([OH:13])=[O:2])[CH2:12][CH2:11][CH2:10][CH2:9][CH2:8]1. The yield is 0.170.